This data is from Forward reaction prediction with 1.9M reactions from USPTO patents (1976-2016). The task is: Predict the product of the given reaction. (1) Given the reactants [CH3:1][O:2][CH:3]([O:14][CH3:15])[CH2:4][N:5]([Si](C)(C)C)[Si](C)(C)C.[CH3:16][O:17][CH:18]([O:27][CH3:28])[CH2:19][NH:20][C:21]([CH3:26])=[CH:22][C:23](=O)[CH3:24].FC(F)(F)C(F)(F)C(O)=O.CC(C)([O-])C.[Na+], predict the reaction product. The product is: [CH3:1][O:2][CH:3]([O:14][CH3:15])[CH2:4][NH:5][C:23](=[CH:22][C:21](=[N:20][CH2:19][CH:18]([O:17][CH3:16])[O:27][CH3:28])[CH3:26])[CH3:24]. (2) Given the reactants F[C:2]1[CH:11]=[C:10]([N+:12]([O-:14])=[O:13])[CH:9]=[CH:8][C:3]=1[C:4]([O:6]C)=[O:5].[NH:15]1[CH2:20][CH2:19][O:18][CH2:17][CH2:16]1, predict the reaction product. The product is: [O:18]1[CH2:19][CH2:20][N:15]([C:2]2[CH:11]=[C:10]([N+:12]([O-:14])=[O:13])[CH:9]=[CH:8][C:3]=2[C:4]([OH:6])=[O:5])[CH2:16][CH2:17]1.[NH:15]1[CH2:20][CH2:19][O:18][CH2:17][CH2:16]1. (3) The product is: [Cl:26][C:5]1[C:6]([N:11]2[CH2:16][CH2:15][N:14]([CH2:17][C:18]([NH:20][C:21]3[S:22][CH:23]=[CH:24][N:25]=3)=[O:19])[CH2:13][CH2:12]2)=[C:7]2[N:8]=[C:33]([C:32]3[CH:35]=[CH:36][C:29]([O:28][CH3:27])=[CH:30][CH:31]=3)[NH:1][C:2]2=[N:3][CH:4]=1. Given the reactants [NH2:1][C:2]1[C:7]([N+:8]([O-])=O)=[C:6]([N:11]2[CH2:16][CH2:15][N:14]([CH2:17][C:18]([NH:20][C:21]3[S:22][CH:23]=[CH:24][N:25]=3)=[O:19])[CH2:13][CH2:12]2)[C:5]([Cl:26])=[CH:4][N:3]=1.[CH3:27][O:28][C:29]1[CH:36]=[CH:35][C:32]([CH:33]=O)=[CH:31][CH:30]=1.[O-]S(S([O-])=O)=O.[Na+].[Na+], predict the reaction product. (4) Given the reactants [OH:1][NH:2][C:3](=[NH:7])[CH:4]([CH3:6])[CH3:5].[CH3:8][S:9]([C:12]1[CH:17]=[CH:16][C:15]([C:18]2[CH:19]=[CH:20][C:21]3[O:25][CH:24]([CH:26]4[CH2:31][CH2:30][N:29]([C:32]#N)[CH2:28][CH2:27]4)[CH2:23][C:22]=3[CH:34]=2)=[CH:14][CH:13]=1)(=[O:11])=[O:10], predict the reaction product. The product is: [CH:4]([C:3]1[N:7]=[C:32]([N:29]2[CH2:28][CH2:27][CH:26]([CH:24]3[CH2:23][C:22]4[CH:34]=[C:18]([C:15]5[CH:16]=[CH:17][C:12]([S:9]([CH3:8])(=[O:11])=[O:10])=[CH:13][CH:14]=5)[CH:19]=[CH:20][C:21]=4[O:25]3)[CH2:31][CH2:30]2)[O:1][N:2]=1)([CH3:6])[CH3:5]. (5) The product is: [N:36]([CH2:15][CH:13]1[CH2:14][CH:9]([O:8][Si:1]([C:4]([CH3:7])([CH3:6])[CH3:5])([CH3:3])[CH3:2])[CH2:10][N:11]([C:17]([O:19][C:20]([CH3:23])([CH3:22])[CH3:21])=[O:18])[CH2:12]1)=[N+:37]=[N-:38]. Given the reactants [Si:1]([O:8][CH:9]1[CH2:14][CH:13]([CH2:15]O)[CH2:12][N:11]([C:17]([O:19][C:20]([CH3:23])([CH3:22])[CH3:21])=[O:18])[CH2:10]1)([C:4]([CH3:7])([CH3:6])[CH3:5])([CH3:3])[CH3:2].C(N(CC)CC)C.CS(Cl)(=O)=O.[N-:36]=[N+:37]=[N-:38].[Na+], predict the reaction product. (6) Given the reactants Cl[C:2]([O:4][C:5]1[CH:10]=[CH:9][CH:8]=[CH:7][CH:6]=1)=[O:3].CSC.[Br:14][C:15]1[CH:16]=[N:17][CH:18]=[C:19]([F:21])[CH:20]=1.[CH:22]1([Mg]Br)[CH2:24][CH2:23]1, predict the reaction product. The product is: [Br:14][C:15]1[CH:20]([CH:22]2[CH2:24][CH2:23]2)[C:19]([F:21])=[CH:18][N:17]([C:2]([O:4][C:5]2[CH:10]=[CH:9][CH:8]=[CH:7][CH:6]=2)=[O:3])[CH:16]=1. (7) Given the reactants [Cl:1][C:2]1[CH:3]=[CH:4][C:5]([C@@:8]([NH:30][C:31]([C@H:33]2[CH2:37][C:36]([F:39])([F:38])[CH2:35][N:34]2C(OC(C)(C)C)=O)=[O:32])([C:16]2[CH:21]=[C:20]([O:22][C:23]([F:28])([F:27])[CH:24]([F:26])[F:25])[CH:19]=[C:18]([F:29])[CH:17]=2)[CH2:9][C:10]2[CH:15]=[CH:14][CH:13]=[CH:12][CH:11]=2)=[N:6][CH:7]=1, predict the reaction product. The product is: [Cl:1][C:2]1[CH:3]=[CH:4][C:5]([C@@:8]([NH:30][C:31]([C@H:33]2[CH2:37][C:36]([F:38])([F:39])[CH2:35][NH:34]2)=[O:32])([C:16]2[CH:21]=[C:20]([O:22][C:23]([F:28])([F:27])[CH:24]([F:25])[F:26])[CH:19]=[C:18]([F:29])[CH:17]=2)[CH2:9][C:10]2[CH:15]=[CH:14][CH:13]=[CH:12][CH:11]=2)=[N:6][CH:7]=1. (8) Given the reactants Br[C:2]1[C:3]([C:9]2[CH:14]=[CH:13][CH:12]=[C:11]([N+:15]([O-:17])=[O:16])[CH:10]=2)=[N:4][N:5]([CH2:7][CH3:8])[CH:6]=1.[CH3:18][C:19]1[CH:24]=[CH:23][C:22]([S:25]([N:28]2[C:32]3=[N:33][CH:34]=[CH:35][C:36](B4OC(C)(C)C(C)(C)O4)=[C:31]3[CH:30]=[CH:29]2)(=[O:27])=[O:26])=[CH:21][CH:20]=1.C([O-])([O-])=O.[Na+].[Na+], predict the reaction product. The product is: [CH2:7]([N:5]1[CH:6]=[C:2]([C:36]2[CH:35]=[CH:34][N:33]=[C:32]3[N:28]([S:25]([C:22]4[CH:23]=[CH:24][C:19]([CH3:18])=[CH:20][CH:21]=4)(=[O:26])=[O:27])[CH:29]=[CH:30][C:31]=23)[C:3]([C:9]2[CH:14]=[CH:13][CH:12]=[C:11]([N+:15]([O-:17])=[O:16])[CH:10]=2)=[N:4]1)[CH3:8]. (9) Given the reactants C(O[C:6]([NH:8][CH2:9][CH2:10][CH2:11][CH2:12][CH2:13][CH2:14][C:15]([NH:17][C:18]1[S:19][C:20]2[CH:26]=[C:25]([O:27][S:28]([C:31]3[CH:36]=[CH:35][C:34]([F:37])=[CH:33][CH:32]=3)(=[O:30])=[O:29])[CH:24]=[CH:23][C:21]=2[N:22]=1)=[O:16])=[O:7])(C)(C)C.NC1SC2C=C(OS(C3C=CC(F)=CC=3)(=O)=O)C=CC=2N=1.C(C(CCCCCN)C(O)=O)([O:61][C:62]([CH3:65])([CH3:64])[CH3:63])=O, predict the reaction product. The product is: [C:62]([O:61][CH:9]([N:8]=[C:6]=[O:7])[CH2:10][CH2:11][CH2:12][CH2:13][CH2:14][C:15]([NH:17][C:18]1[S:19][C:20]2[CH:26]=[C:25]([O:27][S:28]([C:31]3[CH:36]=[CH:35][C:34]([F:37])=[CH:33][CH:32]=3)(=[O:29])=[O:30])[CH:24]=[CH:23][C:21]=2[N:22]=1)=[O:16])([CH3:65])([CH3:64])[CH3:63].